This data is from Full USPTO retrosynthesis dataset with 1.9M reactions from patents (1976-2016). The task is: Predict the reactants needed to synthesize the given product. (1) The reactants are: [N:1]1[CH:6]=[CH:5][CH:4]=[C:3]([NH:7][C:8](=[O:15])OCC(Cl)(Cl)Cl)[N:2]=1.[F:16][C:17]1[CH:22]=[CH:21][C:20]([C:23]2[N:24]=[C:25]([N:28]3[CH2:33][CH2:32][NH:31][CH2:30][CH2:29]3)[S:26][CH:27]=2)=[CH:19][CH:18]=1.C(N(C(C)C)CC)(C)C.O. Given the product [F:16][C:17]1[CH:22]=[CH:21][C:20]([C:23]2[N:24]=[C:25]([N:28]3[CH2:29][CH2:30][N:31]([C:8]([NH:7][C:3]4[N:2]=[N:1][CH:6]=[CH:5][CH:4]=4)=[O:15])[CH2:32][CH2:33]3)[S:26][CH:27]=2)=[CH:19][CH:18]=1, predict the reactants needed to synthesize it. (2) The reactants are: [CH2:1]([O:3][C:4](=[O:29])[C:5]([C:25]([F:28])([F:27])[F:26])([O:20][Si](C)(C)C)[CH2:6][C:7]([C:10]1[CH:15]=[CH:14][C:13]([CH3:16])=[C:12]([Cl:17])[C:11]=1[O:18][CH3:19])([CH3:9])[CH3:8])[CH3:2].O.O.O.[F-].C([N+](CCCC)(CCCC)CCCC)CCC. Given the product [CH2:1]([O:3][C:4](=[O:29])[C:5]([C:25]([F:26])([F:27])[F:28])([OH:20])[CH2:6][C:7]([C:10]1[CH:15]=[CH:14][C:13]([CH3:16])=[C:12]([Cl:17])[C:11]=1[O:18][CH3:19])([CH3:8])[CH3:9])[CH3:2], predict the reactants needed to synthesize it. (3) The reactants are: Cl[CH2:2][CH2:3][CH2:4]/[C:5](=[N:13]\[S@:14]([C:16]([CH3:19])([CH3:18])[CH3:17])=[O:15])/[C:6]1[CH:11]=[CH:10][C:9]([OH:12])=[CH:8][CH:7]=1.CC(C[AlH]CC(C)C)C.[Li+].C[Si]([N-][Si](C)(C)C)(C)C. Given the product [CH3:17][C:16]([S@@:14]([N:13]1[CH2:2][CH2:3][CH2:4][C@H:5]1[C:6]1[CH:11]=[CH:10][C:9]([OH:12])=[CH:8][CH:7]=1)=[O:15])([CH3:19])[CH3:18], predict the reactants needed to synthesize it. (4) Given the product [Cl:1][C:2]1[CH:7]=[C:6]([Cl:8])[N:5]=[C:4]([C:9]([O:11][CH3:12])=[O:10])[C:3]=1[CH:14]=[CH2:15], predict the reactants needed to synthesize it. The reactants are: [Cl:1][C:2]1[CH:7]=[C:6]([Cl:8])[N:5]=[C:4]([C:9]([O:11][CH3:12])=[O:10])[C:3]=1I.[CH:14]([Sn](CCCC)(CCCC)CCCC)=[CH2:15]. (5) The reactants are: [NH:1]1[CH2:6][CH2:5][CH:4]([NH:7][C:8]([C:10]2[C:14]3[N:15]=[CH:16][N:17]=[C:18]([C:19]4[CH:24]=[C:23]([CH3:25])[CH:22]=[CH:21][C:20]=4[O:26][CH2:27][CH:28]4[CH2:30][CH2:29]4)[C:13]=3[NH:12][CH:11]=2)=[O:9])[CH2:3][CH2:2]1.Cl[C:32]([O:34][CH2:35][CH3:36])=[O:33]. Given the product [CH2:35]([O:34][C:32]([N:1]1[CH2:2][CH2:3][CH:4]([NH:7][C:8]([C:10]2[C:14]3[N:15]=[CH:16][N:17]=[C:18]([C:19]4[CH:24]=[C:23]([CH3:25])[CH:22]=[CH:21][C:20]=4[O:26][CH2:27][CH:28]4[CH2:29][CH2:30]4)[C:13]=3[NH:12][CH:11]=2)=[O:9])[CH2:5][CH2:6]1)=[O:33])[CH3:36], predict the reactants needed to synthesize it. (6) Given the product [Br:1][C:2]1[CH:16]=[CH:15][C:14]([C:17]2[CH2:33][C:28]([C:26]3[CH:25]=[C:24]([Cl:34])[C:23]([Cl:35])=[C:22]([Cl:21])[CH:27]=3)([C:29]([F:32])([F:31])[F:30])[O:19][N:18]=2)=[CH:13][C:3]=1[CH2:4][NH:5][C:6](=[O:12])[O:7][C:8]([CH3:11])([CH3:10])[CH3:9], predict the reactants needed to synthesize it. The reactants are: [Br:1][C:2]1[CH:16]=[CH:15][C:14]([C:17](Cl)=[N:18][OH:19])=[CH:13][C:3]=1[CH2:4][NH:5][C:6](=[O:12])[O:7][C:8]([CH3:11])([CH3:10])[CH3:9].[Cl:21][C:22]1[CH:27]=[C:26]([C:28](=[CH2:33])[C:29]([F:32])([F:31])[F:30])[CH:25]=[C:24]([Cl:34])[C:23]=1[Cl:35].C(=O)([O-])O.[Na+]. (7) Given the product [Cl:1][C:2]1[CH:7]=[C:6]([Cl:8])[CH:5]=[CH:4][C:3]=1[C:9]1[N:10]=[C:11](/[CH:16]=[CH:17]/[C:18]2[CH:23]=[CH:22][C:21]([C:24]3[CH:25]=[CH:26][C:27]([O:30][CH2:32][CH2:33][C:34]([OH:36])=[O:35])=[CH:28][CH:29]=3)=[CH:20][CH:19]=2)[N:12]([CH2:14][CH3:15])[CH:13]=1, predict the reactants needed to synthesize it. The reactants are: [Cl:1][C:2]1[CH:7]=[C:6]([Cl:8])[CH:5]=[CH:4][C:3]=1[C:9]1[N:10]=[C:11](/[CH:16]=[CH:17]/[C:18]2[CH:23]=[CH:22][C:21]([C:24]3[CH:29]=[CH:28][C:27]([OH:30])=[CH:26][CH:25]=3)=[CH:20][CH:19]=2)[N:12]([CH2:14][CH3:15])[CH:13]=1.Br[CH2:32][CH2:33][C:34]([OH:36])=[O:35]. (8) Given the product [Br:3][C:4]1[CH:5]=[C:6]2[C:10](=[CH:11][CH:12]=1)[N:9]([S:14]([C:17]1[CH:23]=[CH:22][C:20]([CH3:21])=[CH:19][CH:18]=1)(=[O:16])=[O:15])[N:8]=[C:7]2[CH3:13], predict the reactants needed to synthesize it. The reactants are: [H-].[Na+].[Br:3][C:4]1[CH:5]=[C:6]2[C:10](=[CH:11][CH:12]=1)[NH:9][N:8]=[C:7]2[CH3:13].[S:14](Cl)([C:17]1[CH:23]=[CH:22][C:20]([CH3:21])=[CH:19][CH:18]=1)(=[O:16])=[O:15]. (9) Given the product [Cl:23][C:24]1[CH:29]=[CH:28][C:27]([C:17]2[CH:18]=[CH:19][CH:20]=[C:15]([C:14]([NH:13][CH2:12][CH2:11][C:5]3[C:4]4[C:8](=[CH:9][CH:10]=[C:2]([Cl:1])[CH:3]=4)[NH:7][CH:6]=3)=[O:22])[CH:16]=2)=[CH:26][CH:25]=1, predict the reactants needed to synthesize it. The reactants are: [Cl:1][C:2]1[CH:3]=[C:4]2[C:8](=[CH:9][CH:10]=1)[NH:7][CH:6]=[C:5]2[CH2:11][CH2:12][NH:13][C:14](=[O:22])[C:15]1[CH:20]=[CH:19][CH:18]=[C:17](I)[CH:16]=1.[Cl:23][C:24]1[CH:29]=[CH:28][C:27](B(O)O)=[CH:26][CH:25]=1.C(=O)([O-])[O-].[Na+].[Na+]. (10) Given the product [OH:40][C@@H:27]([C@@H:16]1[CH2:15][C:14]2[CH:41]=[C:10]([CH:11]=[CH:12][CH:13]=2)[O:9][CH2:8][CH2:7][CH2:6][CH2:5][NH:4][C:23]2[CH:24]=[C:19]([CH:20]=[C:21]([CH3:25])[N:22]=2)[C:18](=[O:26])[NH:17]1)[CH2:28][NH:29][CH2:30][C:31]1[CH:36]=[C:35]([CH:37]([CH3:39])[CH3:38])[CH:34]=[CH:33][N:32]=1, predict the reactants needed to synthesize it. The reactants are: C([N:4]1[C:23]2[CH:24]=[C:19]([CH:20]=[C:21]([CH3:25])[N:22]=2)[C:18](=[O:26])[NH:17][C@H:16]([C@H:27]([OH:40])[CH2:28][NH:29][CH2:30][C:31]2[CH:36]=[C:35]([CH:37]([CH3:39])[CH3:38])[CH:34]=[CH:33][N:32]=2)[CH2:15][C:14]2[CH:41]=[C:10]([CH:11]=[CH:12][CH:13]=2)[O:9][CH2:8][CH2:7][CH2:6][CH2:5]1)(=O)C.[OH-].[Na+].